The task is: Predict the reaction yield, written as a fraction of the theoretical maximum amount of product (1.0 means a 100% yield; for example, 0.34 means a 34% yield).. This data is from Reaction yield outcomes from USPTO patents with 853,638 reactions. (1) The reactants are [OH:1][C:2]1[CH:16]=[CH:15][CH:14]=[CH:13][C:3]=1[C:4]([C:6]1[CH:11]=[CH:10][CH:9]=[CH:8][C:7]=1[OH:12])=[O:5].CS(C)=O.[OH-].[K+].Br[CH2:24][CH2:25][CH2:26][CH2:27][CH2:28][C:29]([O:31]CC)=[O:30]. The catalyst is Cl.C(OC)(C)(C)C. The product is [OH:1][C:2]1[CH:16]=[CH:15][CH:14]=[CH:13][C:3]=1[C:4]([C:6]1[CH:11]=[CH:10][CH:9]=[CH:8][C:7]=1[O:12][CH2:24][CH2:25][CH2:26][CH2:27][CH2:28][C:29]([OH:31])=[O:30])=[O:5]. The yield is 0.270. (2) The reactants are [CH2:1]([NH2:8])[C:2]1[CH:7]=[CH:6][CH:5]=[CH:4][CH:3]=1.[CH2:9](Br)[CH:10]=[CH2:11].C(=O)(O)[O-].[Na+]. The catalyst is CS(C)=O.[I-].[Na+]. The product is [C:2]1([CH2:1][NH:8][CH2:11][CH:10]=[CH2:9])[CH:7]=[CH:6][CH:5]=[CH:4][CH:3]=1. The yield is 0.570. (3) The reactants are [CH3:1][O:2][C:3](=[O:14])[C:4]1[CH:9]=[CH:8][C:7]([NH2:10])=[C:6]([C:11](=[O:13])[CH3:12])[CH:5]=1.S(=O)(=O)(O)O.[N:20]([O-])=O.[Na+]. The catalyst is C(O)(=O)C. The product is [CH3:1][O:2][C:3]([C:4]1[CH:5]=[C:6]2[C:7](=[CH:8][CH:9]=1)[NH:10][N:20]=[CH:12][C:11]2=[O:13])=[O:14]. The yield is 0.166. (4) The reactants are [CH2:1]([O:8][C:9]1[C:10]([C:23](O)=[O:24])=[N:11][CH:12]=[C:13]([O:15][CH2:16][C:17]2[CH:22]=[CH:21][CH:20]=[CH:19][CH:18]=2)[CH:14]=1)[C:2]1[CH:7]=[CH:6][CH:5]=[CH:4][CH:3]=1.[CH3:26]N(C)CCCN=C=NCC.ON1C2C=CC=CC=2N=N1.[NH2:47][C:48]([CH3:53])([CH3:52])[C:49]([OH:51])=[O:50].C(N(C(C)C)CC)(C)C. The catalyst is CN(C=O)C. The product is [CH3:26][O:50][C:49](=[O:51])[C:48]([NH:47][C:23]([C:10]1[C:9]([O:8][CH2:1][C:2]2[CH:7]=[CH:6][CH:5]=[CH:4][CH:3]=2)=[CH:14][C:13]([O:15][CH2:16][C:17]2[CH:18]=[CH:19][CH:20]=[CH:21][CH:22]=2)=[CH:12][N:11]=1)=[O:24])([CH3:53])[CH3:52]. The yield is 0.450.